From a dataset of Full USPTO retrosynthesis dataset with 1.9M reactions from patents (1976-2016). Predict the reactants needed to synthesize the given product. (1) Given the product [C:35]([O:38][CH2:39][O:31][C:30]1[C:25]([C:24](=[O:34])[NH:23][C@H:12]2[CH2:11][CH2:10][CH2:9][C@H:8]([CH2:1][C:2]3[CH:3]=[CH:4][CH:5]=[CH:6][CH:7]=3)[C@@H:16]([CH2:17][CH2:18][CH2:19][CH3:20])[C@H:15]([CH3:21])[O:14][C:13]2=[O:22])=[N:26][CH:27]=[CH:28][C:29]=1[O:32][CH3:33])(=[O:37])[CH3:36], predict the reactants needed to synthesize it. The reactants are: [CH2:1]([C@@H:8]1[C@@H:16]([CH2:17][CH2:18][CH2:19][CH3:20])[C@H:15]([CH3:21])[O:14][C:13](=[O:22])[C@@H:12]([NH:23][C:24](=[O:34])[C:25]2[C:30]([OH:31])=[C:29]([O:32][CH3:33])[CH:28]=[CH:27][N:26]=2)[CH2:11][CH2:10][CH2:9]1)[C:2]1[CH:7]=[CH:6][CH:5]=[CH:4][CH:3]=1.[C:35]([O:38][CH2:39]Br)(=[O:37])[CH3:36].C([O-])([O-])=O.[K+].[K+]. (2) The reactants are: C(O)(=O)C1C=CC=[N:4]C=1.[NH2:10][C@H:11]([C:17]([OH:19])=[O:18])[CH2:12][CH2:13][C:14](O)=[O:15].[Cl-].[Cr+3:21].[Cl-].[Cl-]. Given the product [NH:10]([Cr:21])[C@H:11]([C:17]([OH:19])=[O:18])[CH2:12][CH2:13][C:14](=[O:15])[NH2:4], predict the reactants needed to synthesize it. (3) Given the product [CH:19]1([C:16](=[O:18])[CH2:15][CH2:14][N:10]2[CH2:11][CH2:12][CH2:13][C:9]2=[O:8])[CH2:23][CH2:22][CH2:21][CH2:20]1, predict the reactants needed to synthesize it. The reactants are: CN1CCOCC1.[O:8]=[C:9]1[CH2:13][CH2:12][CH2:11][N:10]1[CH2:14][CH2:15][C:16]([OH:18])=O.[CH:19]1([Mg]Br)[CH2:23][CH2:22][CH2:21][CH2:20]1. (4) Given the product [OH:24][C:19]1[CH:18]=[C:17]([C:15]([C@@H:4]2[C@:5]3([CH3:14])[C@H:10]([C:9]([CH3:13])([CH3:12])[CH2:8][CH2:7][CH2:6]3)[CH2:11][C@@H:2]([NH:1][C:58]([CH2:57][CH2:56][NH:55][C:53](=[O:54])[O:52][C:48]([CH3:50])([CH3:49])[CH3:51])=[O:59])[C@H:3]2[CH3:25])=[O:16])[CH:22]=[C:21]([OH:23])[CH:20]=1, predict the reactants needed to synthesize it. The reactants are: [NH2:1][C@@H:2]1[CH2:11][C@@H:10]2[C@:5]([CH3:14])([CH2:6][CH2:7][CH2:8][C:9]2([CH3:13])[CH3:12])[C@@H:4]([C:15]([C:17]2[CH:18]=[C:19]([OH:24])[CH:20]=[C:21]([OH:23])[CH:22]=2)=[O:16])[C@@H:3]1[CH3:25].F[B-](F)(F)F.N1(OC(N(C)C)=[N+](C)C)C2C=CC=CC=2N=N1.[C:48]([O:52][C:53]([NH:55][CH2:56][CH2:57][C:58](O)=[O:59])=[O:54])([CH3:51])([CH3:50])[CH3:49].C(N(CC)C(C)C)(C)C. (5) Given the product [CH3:26][C@:27]1([CH2:30][O:1][N:2]2[C:3](=[O:12])[C:4]3[C:5](=[CH:8][CH:9]=[CH:10][CH:11]=3)[C:6]2=[O:7])[CH2:29][O:28]1, predict the reactants needed to synthesize it. The reactants are: [OH:1][N:2]1[C:6](=[O:7])[C:5]2=[CH:8][CH:9]=[CH:10][CH:11]=[C:4]2[C:3]1=[O:12].[N+](C1C=C(S(O[CH2:26][C@@:27]2([CH3:30])[CH2:29][O:28]2)(=O)=O)C=CC=1)([O-])=O.